This data is from Peptide-MHC class II binding affinity with 134,281 pairs from IEDB. The task is: Regression. Given a peptide amino acid sequence and an MHC pseudo amino acid sequence, predict their binding affinity value. This is MHC class II binding data. (1) The peptide sequence is EAKITMLTNGQCQNIT. The MHC is DRB1_0101 with pseudo-sequence DRB1_0101. The binding affinity (normalized) is 0.602. (2) The peptide sequence is DNLWSPFGVMKEIRA. The MHC is DRB1_0101 with pseudo-sequence DRB1_0101. The binding affinity (normalized) is 0.603. (3) The MHC is HLA-DQA10501-DQB10301 with pseudo-sequence HLA-DQA10501-DQB10301. The binding affinity (normalized) is 0.195. The peptide sequence is RRTGNIQIRLPWYSY. (4) The peptide sequence is VDIMVRDGQLTIKAE. The binding affinity (normalized) is 0.265. The MHC is HLA-DPA10103-DPB10201 with pseudo-sequence HLA-DPA10103-DPB10201. (5) The peptide sequence is VWQHDRVEIIANDQG. The MHC is HLA-DQA10501-DQB10301 with pseudo-sequence HLA-DQA10501-DQB10301. The binding affinity (normalized) is 0.150.